This data is from Full USPTO retrosynthesis dataset with 1.9M reactions from patents (1976-2016). The task is: Predict the reactants needed to synthesize the given product. (1) Given the product [CH3:31][O:12][C:10](=[O:11])[CH2:9][CH2:8][C:7]1[C:2](=[O:1])[N:3]([CH2:4][C:14]2[CH:15]=[CH:29][C:28]([NH2:26])=[CH:30][CH:13]=2)[CH2:5][CH:6]=1, predict the reactants needed to synthesize it. The reactants are: [O:1]=[C:2]1[C:7]([CH2:8][CH2:9][C:10]([OH:12])=[O:11])=[CH:6][CH2:5][CH2:4][NH:3]1.[CH2:13](ON)[C:14]1C=CC=C[CH:15]=1.Cl.C([N:26]([CH:28]([CH3:30])[CH3:29])C)(C)C.[CH2:31](Cl)CCl. (2) Given the product [CH2:1]([O:3][C:4]([C:6]1[NH:7][C:8]([CH3:21])=[C:9]([C:12]2[CH:13]=[CH:14][C:15]([C:18](=[O:20])[NH:29][C:26]3[CH:27]=[CH:28][C:23]([Br:22])=[CH:24][C:25]=3[F:30])=[CH:16][CH:17]=2)[C:10]=1[CH3:11])=[O:5])[CH3:2], predict the reactants needed to synthesize it. The reactants are: [CH2:1]([O:3][C:4]([C:6]1[NH:7][C:8]([CH3:21])=[C:9]([C:12]2[CH:17]=[CH:16][C:15]([C:18]([OH:20])=O)=[CH:14][CH:13]=2)[C:10]=1[CH3:11])=[O:5])[CH3:2].[Br:22][C:23]1[CH:28]=[CH:27][C:26]([NH2:29])=[C:25]([F:30])[CH:24]=1.CN([P+](ON1N=NC2C=CC=CC1=2)(N(C)C)N(C)C)C.F[P-](F)(F)(F)(F)F.CCN(C(C)C)C(C)C. (3) Given the product [CH3:21][S:22]([O:1][CH2:2][CH2:3][CH2:4][CH2:5][N:6]1[CH:10]=[C:9]([C:11](=[O:12])[NH:13][CH2:14][C:15]2[CH:20]=[CH:19][CH:18]=[CH:17][N:16]=2)[N:8]=[N:7]1)(=[O:24])=[O:23], predict the reactants needed to synthesize it. The reactants are: [OH:1][CH2:2][CH2:3][CH2:4][CH2:5][N:6]1[CH:10]=[C:9]([C:11]([NH:13][CH2:14][C:15]2[CH:20]=[CH:19][CH:18]=[CH:17][N:16]=2)=[O:12])[N:8]=[N:7]1.[CH3:21][S:22](Cl)(=[O:24])=[O:23]. (4) Given the product [C:22]([NH:26][S:27]([C:30]1[CH:31]=[CH:32][CH:33]=[C:34]([C:18]2[N:17]=[CH:16][N:15]([C:10]3[N:11]=[C:12]([CH3:14])[CH:13]=[C:8]([C:5]4[CH:6]=[CH:7][C:2]([Cl:1])=[C:3]([CH3:21])[CH:4]=4)[N:9]=3)[CH:19]=2)[CH:35]=1)(=[O:29])=[O:28])([CH3:25])([CH3:23])[CH3:24], predict the reactants needed to synthesize it. The reactants are: [Cl:1][C:2]1[CH:7]=[CH:6][C:5]([C:8]2[CH:13]=[C:12]([CH3:14])[N:11]=[C:10]([N:15]3[CH:19]=[C:18](I)[N:17]=[CH:16]3)[N:9]=2)=[CH:4][C:3]=1[CH3:21].[C:22]([NH:26][S:27]([C:30]1[CH:31]=[C:32](B(O)O)[CH:33]=[CH:34][CH:35]=1)(=[O:29])=[O:28])([CH3:25])([CH3:24])[CH3:23]. (5) Given the product [CH3:1][O:2][C:3]1[CH:4]=[C:5]2[C:10](=[CH:11][CH:12]=1)[CH:9]([OH:13])[CH:8]([CH3:14])[CH2:7][CH2:6]2, predict the reactants needed to synthesize it. The reactants are: [CH3:1][O:2][C:3]1[CH:4]=[C:5]2[C:10](=[CH:11][CH:12]=1)[C:9](=[O:13])[CH:8]([CH3:14])[CH2:7][CH2:6]2.[BH4-].[Na+].O.